Dataset: Forward reaction prediction with 1.9M reactions from USPTO patents (1976-2016). Task: Predict the product of the given reaction. (1) The product is: [C:1]([O:5][C:6](=[O:14])[NH:7][CH:8]1[CH2:13][CH2:12][N:11]([CH2:27][CH2:26][S:23]([CH3:22])(=[O:25])=[O:24])[CH2:10][CH2:9]1)([CH3:4])([CH3:2])[CH3:3]. Given the reactants [C:1]([O:5][C:6](=[O:14])[NH:7][CH:8]1[CH2:13][CH2:12][NH:11][CH2:10][CH2:9]1)([CH3:4])([CH3:3])[CH3:2].C(N(CC)CC)C.[CH3:22][S:23]([CH:26]=[CH2:27])(=[O:25])=[O:24], predict the reaction product. (2) Given the reactants [NH2:1][C:2]1[S:3][CH:4]=[C:5]([C:7]2[S:8][CH:9]=[CH:10][CH:11]=2)[N:6]=1.C1N=CN(C(N2C=NC=C2)=O)C=1.[Cl:24][C:25]1[CH:33]=[CH:32][C:31]([N+:34]([O-:36])=[O:35])=[CH:30][C:26]=1[C:27](O)=[O:28], predict the reaction product. The product is: [S:8]1[CH:9]=[CH:10][CH:11]=[C:7]1[C:5]1[N:6]=[C:2]([NH:1][C:27]([C:26]2[CH:30]=[C:31]([N+:34]([O-:36])=[O:35])[CH:32]=[CH:33][C:25]=2[Cl:24])=[O:28])[S:3][CH:4]=1. (3) The product is: [CH3:1][C:2]1[C:6]([C:7]2[N:8]([C:20]3[CH:25]=[CH:24][C:23]([OH:26])=[CH:22][C:21]=3[F:27])[C:9]3[C:14]([C:15]=2[C:16](=[NH:17])[NH2:18])=[CH:13][CH:12]=[CH:11][CH:10]=3)=[C:5]([CH3:28])[O:4][N:3]=1. Given the reactants [CH3:1][C:2]1[C:6]([C:7]2[N:8]([C:20]3[CH:25]=[CH:24][C:23]([OH:26])=[CH:22][C:21]=3[F:27])[C:9]3[C:14]([C:15]=2/[C:16](=[N:18]/O)/[NH2:17])=[CH:13][CH:12]=[CH:11][CH:10]=3)=[C:5]([CH3:28])[O:4][N:3]=1.C(OC(=O)C)(=O)C, predict the reaction product. (4) Given the reactants [NH2:1][C:2]1[C:6]([C:7](=[O:9])[NH2:8])=[C:5]([CH3:10])[S:4][C:3]=1[C:11]([O:13][CH2:14][CH3:15])=[O:12].[CH:16]([O-])([O-])OCC.C(OC(=O)C)(=O)C, predict the reaction product. The product is: [OH:9][C:7]1[C:6]2[C:2](=[C:3]([C:11]([O:13][CH2:14][CH3:15])=[O:12])[S:4][C:5]=2[CH3:10])[N:1]=[CH:16][N:8]=1. (5) Given the reactants [C:1]([C:5]1[O:6][C:7]2[C:13]([S:14](Cl)(=[O:16])=[O:15])=[C:12]([Cl:18])[CH:11]=[CH:10][C:8]=2[N:9]=1)([CH3:4])([CH3:3])[CH3:2].C(N(CC)CC)C.[C:26]([O:30][C:31](=[O:38])[NH:32][C@@H:33]1[CH2:37][CH2:36][NH:35][CH2:34]1)([CH3:29])([CH3:28])[CH3:27], predict the reaction product. The product is: [C:26]([O:30][C:31](=[O:38])[NH:32][C@@H:33]1[CH2:37][CH2:36][N:35]([S:14]([C:13]2[C:7]3[O:6][C:5]([C:1]([CH3:4])([CH3:3])[CH3:2])=[N:9][C:8]=3[CH:10]=[CH:11][C:12]=2[Cl:18])(=[O:16])=[O:15])[CH2:34]1)([CH3:29])([CH3:27])[CH3:28]. (6) Given the reactants [CH2:1]([OH:4])[CH2:2]O.C([N:7](CC)CC)C.C1C(CC2C=CC([N:25]=[C:26]=[O:27])=CC=2)=CC=C([N:28]=[C:29]=[O:30])C=1.C(O)C, predict the reaction product. The product is: [NH2:25][C:26]([O:4][CH2:1][CH3:2])=[O:27].[NH2:7][C:29]([NH2:28])=[O:30]. (7) The product is: [NH2:11][C:9]1[CH:10]=[C:5]([CH:6]=[C:7]([S:14]([F:19])([F:15])([F:16])([F:17])[F:18])[CH:8]=1)[C:4]([N:3]([O:2][CH3:1])[CH3:21])=[O:20]. Given the reactants [CH3:1][O:2][N:3]([CH3:21])[C:4](=[O:20])[C:5]1[CH:10]=[C:9]([N+:11]([O-])=O)[CH:8]=[C:7]([S:14]([F:19])([F:18])([F:17])([F:16])[F:15])[CH:6]=1.[H][H], predict the reaction product. (8) Given the reactants O.O.[Sn](Cl)Cl.[N+:6]([C:9]1[CH:14]=[CH:13][C:12]([C:15]2[NH:19][N:18]=[C:17]([C:20]([F:23])([F:22])[F:21])[N:16]=2)=[CH:11][CH:10]=1)([O-])=O.C(=O)([O-])O.[Na+], predict the reaction product. The product is: [F:23][C:20]([F:21])([F:22])[C:17]1[N:16]=[C:15]([C:12]2[CH:11]=[CH:10][C:9]([NH2:6])=[CH:14][CH:13]=2)[NH:19][N:18]=1.